From a dataset of Full USPTO retrosynthesis dataset with 1.9M reactions from patents (1976-2016). Predict the reactants needed to synthesize the given product. (1) Given the product [F:32][C:26]1[CH:27]=[C:28]([F:31])[CH:29]=[CH:30][C:25]=1[C:23]1[CH:22]=[CH:21][C:13]([C:14]([O:16][C:17]([CH3:19])([CH3:20])[CH3:18])=[O:15])=[C:12]([NH:11][C:6](=[O:7])[C:5]2[CH:9]=[CH:10][C:2]([F:1])=[CH:3][CH:4]=2)[CH:24]=1, predict the reactants needed to synthesize it. The reactants are: [F:1][C:2]1[CH:10]=[CH:9][C:5]([C:6](Cl)=[O:7])=[CH:4][CH:3]=1.[NH2:11][C:12]1[CH:24]=[C:23]([C:25]2[CH:30]=[CH:29][C:28]([F:31])=[CH:27][C:26]=2[F:32])[CH:22]=[CH:21][C:13]=1[C:14]([O:16][C:17]([CH3:20])([CH3:19])[CH3:18])=[O:15].C(=O)([O-])O.[Na+]. (2) Given the product [F:35][C:30]1[CH:29]=[C:28]([C:23]2[C:22]([CH2:21][O:20][C:17]3[CH:18]=[CH:19][C:14]([C:13]([NH:8][CH2:7][C:6]([F:10])([F:9])[F:5])=[O:12])=[CH:15][N:16]=3)=[C:26]([CH3:27])[O:25][N:24]=2)[CH:33]=[CH:32][C:31]=1[F:34], predict the reactants needed to synthesize it. The reactants are: C[Al](C)C.[F:5][C:6]([F:10])([F:9])[CH2:7][NH2:8].C[O:12][C:13](=O)[C:14]1[CH:19]=[CH:18][C:17]([O:20][CH2:21][C:22]2[C:23]([C:28]3[CH:33]=[CH:32][C:31]([F:34])=[C:30]([F:35])[CH:29]=3)=[N:24][O:25][C:26]=2[CH3:27])=[N:16][CH:15]=1.O. (3) Given the product [OH:24][CH:5]1[C:6]([C:15]2[C:16]([O:22][CH3:23])=[CH:17][C:18]([O:20][CH3:21])=[CH:19][C:14]=2[O:13][CH3:12])=[CH:7][CH2:8][N:3]([CH3:2])[CH2:4]1, predict the reactants needed to synthesize it. The reactants are: Br.[CH3:2][N:3]1[CH2:8][CH2:7][C:6](=O)[CH2:5][CH2:4]1.BrBr.[CH3:12][O:13][C:14]1[CH:19]=[C:18]([O:20][CH3:21])[CH:17]=[C:16]([O:22][CH3:23])[CH:15]=1.[OH-:24].[Na+]. (4) Given the product [C:1]([O:5][C:6]([N:8]1[CH2:11][C:10]([C:13]2[CH:18]=[CH:17][C:16]([C:20](=[O:22])[CH3:21])=[CH:15][CH:14]=2)([F:12])[CH2:9]1)=[O:7])([CH3:4])([CH3:3])[CH3:2], predict the reactants needed to synthesize it. The reactants are: [C:1]([O:5][C:6]([N:8]1[CH2:11][C:10]([C:13]2[CH:18]=[CH:17][C:16](Br)=[CH:15][CH:14]=2)([F:12])[CH2:9]1)=[O:7])([CH3:4])([CH3:3])[CH3:2].[CH:20]([O:22]CCCC)=[CH2:21].C1(P(C2C=CC=CC=2)CCCP(C2C=CC=CC=2)C2C=CC=CC=2)C=CC=CC=1.C([O-])(O)=O.[Na+]. (5) Given the product [CH3:1][O:2][C:3](=[O:9])[CH:4]([NH:5][C:31](=[O:32])[C:30]1[CH:34]=[CH:35][C:27]([C:26]#[C:25][C:19]2[CH:20]=[CH:21][CH:22]=[CH:23][CH:24]=2)=[CH:28][CH:29]=1)[CH:6]([OH:7])[CH3:8], predict the reactants needed to synthesize it. The reactants are: [CH3:1][O:2][C:3](=[O:9])[C@H:4]([C@@H:6]([CH3:8])[OH:7])[NH2:5].CCN(C(C)C)C(C)C.[C:19]1([C:25]#[C:26][C:27]2[CH:35]=[CH:34][C:30]([C:31](O)=[O:32])=[CH:29][CH:28]=2)[CH:24]=[CH:23][CH:22]=[CH:21][CH:20]=1. (6) Given the product [OH:14][CH2:13][C:10]1[CH:9]=[CH:8][C:7]2[N:6]([CH2:18][CH2:17][C:19]3[CH:20]=[CH:21][C:22]([C:25]([OH:27])=[O:26])=[N:23][CH:24]=3)[C:5]3[CH2:15][CH2:16][N:2]([CH3:1])[CH2:3][C:4]=3[C:12]=2[CH:11]=1, predict the reactants needed to synthesize it. The reactants are: [CH3:1][N:2]1[CH2:16][CH2:15][C:5]2[NH:6][C:7]3[CH:8]=[CH:9][C:10]([CH2:13][OH:14])=[CH:11][C:12]=3[C:4]=2[CH2:3]1.[CH:17]([C:19]1[CH:20]=[CH:21][C:22]([C:25]([OH:27])=[O:26])=[N:23][CH:24]=1)=[CH2:18].[OH-].[K+].